This data is from Full USPTO retrosynthesis dataset with 1.9M reactions from patents (1976-2016). The task is: Predict the reactants needed to synthesize the given product. (1) The reactants are: F[C:2]1[CH:9]=[CH:8][C:5]([CH2:6]Br)=[CH:4][CH:3]=1.C(Br)C1C=CC=CC=1.[CH3:18][C:19]1[CH:23]=[C:22]([N:24]2[C:28](=[O:29])[NH:27][N:26]=[CH:25]2)[S:21][C:20]=1[C:30]([O:32][CH2:33][CH3:34])=[O:31]. Given the product [CH2:6]([N:27]1[C:28](=[O:29])[N:24]([C:22]2[S:21][C:20]([C:30]([O:32][CH2:33][CH3:34])=[O:31])=[C:19]([CH3:18])[CH:23]=2)[CH:25]=[N:26]1)[C:5]1[CH:8]=[CH:9][CH:2]=[CH:3][CH:4]=1, predict the reactants needed to synthesize it. (2) Given the product [CH2:1]([O:3][C:4]([C:6]1[N:7]=[C:8]([Br:33])[C:9]2[C:14]([C:15]=1[OH:16])=[CH:13][CH:12]=[C:11]([O:17][C:18]1[CH:23]=[CH:22][C:21]([F:24])=[CH:20][C:19]=1[Cl:25])[CH:10]=2)=[O:5])[CH3:2], predict the reactants needed to synthesize it. The reactants are: [CH2:1]([O:3][C:4]([C:6]1[N:7]=[CH:8][C:9]2[C:14]([C:15]=1[OH:16])=[CH:13][CH:12]=[C:11]([O:17][C:18]1[CH:23]=[CH:22][C:21]([F:24])=[CH:20][C:19]=1[Cl:25])[CH:10]=2)=[O:5])[CH3:2].C1C(=O)N([Br:33])C(=O)C1. (3) Given the product [CH2:18]([O:1][C:2]1[CH:9]=[CH:8][C:5]([CH:6]=[O:7])=[CH:4][CH:3]=1)[C:17]#[CH:16], predict the reactants needed to synthesize it. The reactants are: [OH:1][C:2]1[CH:9]=[CH:8][C:5]([CH:6]=[O:7])=[CH:4][CH:3]=1.C(=O)([O-])[O-].[K+].[K+].[CH2:16](Br)[C:17]#[CH:18]. (4) Given the product [C:2]1([CH2:1][C:9]2[CH:10]=[CH:11][C:12]([C:13]([OH:15])=[O:14])=[CH:16][CH:17]=2)[CH:3]=[CH:4][CH:5]=[CH:6][CH:7]=1, predict the reactants needed to synthesize it. The reactants are: [C:1]([C:9]1[CH:17]=[CH:16][C:12]([C:13]([OH:15])=[O:14])=[CH:11][CH:10]=1)(=O)[C:2]1[CH:7]=[CH:6][CH:5]=[CH:4][CH:3]=1.[OH-].[Na+].O.NN. (5) Given the product [CH2:1]([N:8]1[C:16]2[C:11](=[CH:12][C:13]([C:17]3[CH:18]=[CH:19][C:20]([O:23][CH2:33][C:34]#[N:35])=[CH:21][CH:22]=3)=[CH:14][CH:15]=2)[C:10]([CH3:24])=[C:9]1[CH3:25])[C:2]1[CH:3]=[CH:4][CH:5]=[CH:6][CH:7]=1, predict the reactants needed to synthesize it. The reactants are: [CH2:1]([N:8]1[C:16]2[C:11](=[CH:12][C:13]([C:17]3[CH:22]=[CH:21][C:20]([OH:23])=[CH:19][CH:18]=3)=[CH:14][CH:15]=2)[C:10]([CH3:24])=[C:9]1[CH3:25])[C:2]1[CH:7]=[CH:6][CH:5]=[CH:4][CH:3]=1.C([O-])([O-])=O.[K+].[K+].Br[CH2:33][C:34]#[N:35]. (6) Given the product [CH3:1][O:2][C:3]1[CH:8]=[CH:7][C:6]([C:9]([C:36]2[CH:41]=[CH:40][C:39]([O:42][CH3:43])=[CH:38][CH:37]=2)([C:30]2[CH:35]=[CH:34][CH:33]=[CH:32][CH:31]=2)[NH:10][C:11]2[O:12][C@H:13]([C:26]([F:29])([F:28])[F:27])[CH2:14][C@:15]([C:18]3[CH:23]=[C:22]([C:47]4[CH:48]=[N:49][CH:50]=[C:45]([Cl:44])[N:46]=4)[CH:21]=[CH:20][C:19]=3[F:25])([CH3:17])[N:16]=2)=[CH:5][CH:4]=1, predict the reactants needed to synthesize it. The reactants are: [CH3:1][O:2][C:3]1[CH:8]=[CH:7][C:6]([C:9]([C:36]2[CH:41]=[CH:40][C:39]([O:42][CH3:43])=[CH:38][CH:37]=2)([C:30]2[CH:35]=[CH:34][CH:33]=[CH:32][CH:31]=2)[NH:10][C:11]2[O:12][C@H:13]([C:26]([F:29])([F:28])[F:27])[CH2:14][C@:15]([C:18]3[CH:23]=[C:22](Br)[CH:21]=[CH:20][C:19]=3[F:25])([CH3:17])[N:16]=2)=[CH:5][CH:4]=1.[Cl:44][C:45]1[CH:50]=[N:49][CH:48]=[C:47](B2OC(C)(C)C(C)(C)O2)[N:46]=1. (7) Given the product [CH2:30]([O:31][C:32](=[O:33])[CH2:34][N:16]1[CH2:17][C@@H:18]([C:19]2[CH:20]=[CH:21][C:22]([C:23]#[N:24])=[CH:25][CH:26]=2)[C@:12]2([N:11]([CH3:27])[C:10](=[O:28])[N:9]([C:4]3[CH:5]=[C:6]([Cl:8])[CH:7]=[C:2]([Cl:1])[CH:3]=3)[C:13]2=[O:14])[CH2:15]1)[CH3:29], predict the reactants needed to synthesize it. The reactants are: [Cl:1][C:2]1[CH:3]=[C:4]([N:9]2[C:13](=[O:14])[C@@:12]3([C@H:18]([C:19]4[CH:26]=[CH:25][C:22]([C:23]#[N:24])=[CH:21][CH:20]=4)[CH2:17][NH:16][CH2:15]3)[N:11]([CH3:27])[C:10]2=[O:28])[CH:5]=[C:6]([Cl:8])[CH:7]=1.[CH3:29][CH2:30][O:31][C:32]([CH2:34]Br)=[O:33].C([O-])([O-])=O.[K+].[K+]. (8) Given the product [CH2:24]([N:31]1[CH2:35][CH2:34][N:33]([C:36]2[S:37][C:38]([C:42]([OH:44])=[O:43])=[C:39]([CH3:41])[N:40]=2)[C:32]1=[O:47])[C:25]1[CH:30]=[CH:29][CH:28]=[CH:27][CH:26]=1, predict the reactants needed to synthesize it. The reactants are: CC1N=C(N2CCN(C3C=CC=CC=3)C2=O)SC=1C(OCC)=O.[CH2:24]([N:31]1[CH2:35][CH2:34][N:33]([C:36]2[S:37][C:38]([C:42]([O:44]CC)=[O:43])=[C:39]([CH3:41])[N:40]=2)[C:32]1=[O:47])[C:25]1[CH:30]=[CH:29][CH:28]=[CH:27][CH:26]=1.